Dataset: Full USPTO retrosynthesis dataset with 1.9M reactions from patents (1976-2016). Task: Predict the reactants needed to synthesize the given product. (1) Given the product [F:1][C@H:2]([CH2:12][CH2:13][C:14]1[N:15]=[N:16][C:17]([I:20])=[CH:18][CH:19]=1)[CH2:3][N:4]1[CH:8]=[C:7]([C:9]([NH:22][CH3:21])=[O:11])[N:6]=[N:5]1, predict the reactants needed to synthesize it. The reactants are: [F:1][C@H:2]([CH2:12][CH2:13][C:14]1[N:15]=[N:16][C:17]([I:20])=[CH:18][CH:19]=1)[CH2:3][N:4]1[CH:8]=[C:7]([C:9]([OH:11])=O)[N:6]=[N:5]1.[CH3:21][N:22](C(ON1N=NC2C=CC=NC1=2)=[N+](C)C)C.F[P-](F)(F)(F)(F)F.CCN(C(C)C)C(C)C.CN.C1COCC1. (2) Given the product [F:1][C:2]1[CH:9]=[C:8]([C:10]2[CH:11]=[N:12][N:13]([CH3:15])[CH:14]=2)[CH:7]=[CH:6][C:3]=1[CH:4]=[N:22][S:20]([C:17]([CH3:19])([CH3:18])[CH3:16])=[O:21], predict the reactants needed to synthesize it. The reactants are: [F:1][C:2]1[CH:9]=[C:8]([C:10]2[CH:11]=[N:12][N:13]([CH3:15])[CH:14]=2)[CH:7]=[CH:6][C:3]=1[CH:4]=O.[CH3:16][C:17]([S:20]([NH2:22])=[O:21])([CH3:19])[CH3:18].